From a dataset of NCI-60 drug combinations with 297,098 pairs across 59 cell lines. Regression. Given two drug SMILES strings and cell line genomic features, predict the synergy score measuring deviation from expected non-interaction effect. (1) Drug 1: CC1=C2C(C(=O)C3(C(CC4C(C3C(C(C2(C)C)(CC1OC(=O)C(C(C5=CC=CC=C5)NC(=O)OC(C)(C)C)O)O)OC(=O)C6=CC=CC=C6)(CO4)OC(=O)C)O)C)O. Drug 2: C1CC(=O)NC(=O)C1N2C(=O)C3=CC=CC=C3C2=O. Cell line: HOP-92. Synergy scores: CSS=-0.268, Synergy_ZIP=-0.516, Synergy_Bliss=-1.42, Synergy_Loewe=-9.89, Synergy_HSA=-5.55. (2) Drug 1: C1=C(C(=O)NC(=O)N1)F. Drug 2: CC(C1=C(C=CC(=C1Cl)F)Cl)OC2=C(N=CC(=C2)C3=CN(N=C3)C4CCNCC4)N. Cell line: SNB-75. Synergy scores: CSS=22.7, Synergy_ZIP=-6.99, Synergy_Bliss=-0.451, Synergy_Loewe=-0.335, Synergy_HSA=-0.230. (3) Drug 1: C1C(C(OC1N2C=NC(=NC2=O)N)CO)O. Drug 2: COCCOC1=C(C=C2C(=C1)C(=NC=N2)NC3=CC=CC(=C3)C#C)OCCOC.Cl. Cell line: OVCAR-5. Synergy scores: CSS=3.04, Synergy_ZIP=-1.50, Synergy_Bliss=-0.323, Synergy_Loewe=-0.486, Synergy_HSA=0.236. (4) Synergy scores: CSS=45.0, Synergy_ZIP=24.5, Synergy_Bliss=23.7, Synergy_Loewe=5.86, Synergy_HSA=23.9. Drug 1: CC1=C2C(C(=O)C3(C(CC4C(C3C(C(C2(C)C)(CC1OC(=O)C(C(C5=CC=CC=C5)NC(=O)OC(C)(C)C)O)O)OC(=O)C6=CC=CC=C6)(CO4)OC(=O)C)OC)C)OC. Cell line: SK-MEL-5. Drug 2: CC1C(C(CC(O1)OC2CC(OC(C2O)C)OC3=CC4=CC5=C(C(=O)C(C(C5)C(C(=O)C(C(C)O)O)OC)OC6CC(C(C(O6)C)O)OC7CC(C(C(O7)C)O)OC8CC(C(C(O8)C)O)(C)O)C(=C4C(=C3C)O)O)O)O. (5) Drug 1: C1=CC(=CC=C1CC(C(=O)O)N)N(CCCl)CCCl.Cl. Drug 2: C1C(C(OC1N2C=NC(=NC2=O)N)CO)O. Cell line: NCI-H460. Synergy scores: CSS=19.0, Synergy_ZIP=-0.970, Synergy_Bliss=-1.44, Synergy_Loewe=-6.02, Synergy_HSA=-1.55. (6) Drug 1: CC(C1=C(C=CC(=C1Cl)F)Cl)OC2=C(N=CC(=C2)C3=CN(N=C3)C4CCNCC4)N. Drug 2: COC1=CC(=CC(=C1O)OC)C2C3C(COC3=O)C(C4=CC5=C(C=C24)OCO5)OC6C(C(C7C(O6)COC(O7)C8=CC=CS8)O)O. Cell line: HCC-2998. Synergy scores: CSS=25.5, Synergy_ZIP=-6.99, Synergy_Bliss=-3.50, Synergy_Loewe=-7.37, Synergy_HSA=-3.05. (7) Drug 1: CS(=O)(=O)C1=CC(=C(C=C1)C(=O)NC2=CC(=C(C=C2)Cl)C3=CC=CC=N3)Cl. Drug 2: CC(C)CN1C=NC2=C1C3=CC=CC=C3N=C2N. Cell line: SK-MEL-2. Synergy scores: CSS=-1.61, Synergy_ZIP=3.56, Synergy_Bliss=3.80, Synergy_Loewe=-0.559, Synergy_HSA=-1.21.